This data is from Reaction yield outcomes from USPTO patents with 853,638 reactions. The task is: Predict the reaction yield, written as a fraction of the theoretical maximum amount of product (1.0 means a 100% yield; for example, 0.34 means a 34% yield). (1) The catalyst is C(O)C.C1C=CC(P(C2C=CC=CC=2)C2C=CC=CC=2)=CC=1.C1C=CC(P(C2C=CC=CC=2)C2C=CC=CC=2)=CC=1.C1C=CC(P(C2C=CC=CC=2)C2C=CC=CC=2)=CC=1.[Cl-].[Rh]. The product is [C:1]([O:5][C:6]([NH:8][C@:9]([CH3:39])([CH2:20][CH2:21][C:22]1[O:23][C:24]([C:27](=[O:38])[CH2:28][CH2:29][CH2:30][CH2:31][C:32]2[CH:37]=[CH:36][CH:35]=[CH:34][CH:33]=2)=[CH:25][CH:26]=1)[CH2:10][CH2:11][P:12](=[O:19])([O:13][CH2:14][CH3:15])[O:16][CH2:17][CH3:18])=[O:7])([CH3:2])([CH3:3])[CH3:4]. The reactants are [C:1]([O:5][C:6]([NH:8][C@:9]([CH3:39])([CH2:20][CH2:21][C:22]1[O:23][C:24]([C:27](=[O:38])[CH2:28][CH2:29][CH2:30][CH2:31][C:32]2[CH:37]=[CH:36][CH:35]=[CH:34][CH:33]=2)=[CH:25][CH:26]=1)[CH:10]=[CH:11][P:12](=[O:19])([O:16][CH2:17][CH3:18])[O:13][CH2:14][CH3:15])=[O:7])([CH3:4])([CH3:3])[CH3:2]. The yield is 0.850. (2) The reactants are [F:1][C:2]1[CH:10]=[CH:9][C:8]([CH2:11][C:12]2[NH:13][C:14]([C:27]3[CH:32]=[CH:31][CH:30]=[C:29]([CH3:33])[N:28]=3)=[C:15]([C:17]3[CH:18]=[C:19]4[C:24](=[CH:25][CH:26]=3)[N:23]=[CH:22][CH:21]=[CH:20]4)[N:16]=2)=[CH:7][C:3]=1[C:4](O)=[O:5].[H-].[H-].[H-].[H-].[Li+].[Al+3]. The catalyst is C1COCC1. The product is [F:1][C:2]1[CH:10]=[CH:9][C:8]([CH2:11][C:12]2[NH:13][C:14]([C:27]3[CH:32]=[CH:31][CH:30]=[C:29]([CH3:33])[N:28]=3)=[C:15]([C:17]3[CH:18]=[C:19]4[C:24](=[CH:25][CH:26]=3)[N:23]=[CH:22][CH:21]=[CH:20]4)[N:16]=2)=[CH:7][C:3]=1[CH2:4][OH:5]. The yield is 0.230. (3) The reactants are [Si:1]([O:8][CH2:9][C@H:10]1[CH2:14][CH2:13][C@H:12]([OH:15])[CH2:11]1)([C:4]([CH3:7])([CH3:6])[CH3:5])([CH3:3])[CH3:2].[H-].[Na+].Cl[C:19]1[N:27]=[CH:26][N:25]=[C:24]2[C:20]=1[N:21]=[C:22]([C:34]1[C:43]3[C:38](=[CH:39][CH:40]=[CH:41][CH:42]=3)[CH:37]=[CH:36][CH:35]=1)[N:23]2[CH:28]1[CH2:33][CH2:32][CH2:31][CH2:30][O:29]1. The catalyst is CN(C=O)C. The product is [Si:1]([O:8][CH2:9][C@H:10]1[CH2:14][CH2:13][C@H:12]([O:15][C:19]2[N:27]=[CH:26][N:25]=[C:24]3[C:20]=2[N:21]=[C:22]([C:34]2[C:43]4[C:38](=[CH:39][CH:40]=[CH:41][CH:42]=4)[CH:37]=[CH:36][CH:35]=2)[N:23]3[CH:28]2[CH2:33][CH2:32][CH2:31][CH2:30][O:29]2)[CH2:11]1)([C:4]([CH3:7])([CH3:6])[CH3:5])([CH3:3])[CH3:2]. The yield is 0.700.